Dataset: Full USPTO retrosynthesis dataset with 1.9M reactions from patents (1976-2016). Task: Predict the reactants needed to synthesize the given product. (1) Given the product [CH3:1][O:2][C:3]([C:5]1[CH:14]=[C:13]([N:35]2[CH2:36][CH2:37][N:32]([CH2:31][C:7]3[CH:12]=[CH:11][CH:10]=[CH:9][CH:8]=3)[CH2:33][CH2:34]2)[C:12]2[C:7](=[C:8]([O:23][CH2:24][C:25]3[CH:30]=[CH:29][CH:28]=[CH:27][CH:26]=3)[CH:9]=[CH:10][CH:11]=2)[N:6]=1)=[O:4], predict the reactants needed to synthesize it. The reactants are: [CH3:1][O:2][C:3]([C:5]1[CH:14]=[C:13](OS(C(F)(F)F)(=O)=O)[C:12]2[C:7](=[C:8]([O:23][CH2:24][C:25]3[CH:30]=[CH:29][CH:28]=[CH:27][CH:26]=3)[CH:9]=[CH:10][CH:11]=2)[N:6]=1)=[O:4].[CH3:31][N:32]1[CH2:37][CH2:36][NH:35][CH2:34][CH2:33]1. (2) Given the product [Br:1][C:2]1[CH:3]=[C:4]2[C:9](=[CH:10][CH:11]=1)[N:8]([CH3:13])[C:7](=[O:12])[CH2:6][CH2:5]2, predict the reactants needed to synthesize it. The reactants are: [Br:1][C:2]1[CH:3]=[C:4]2[C:9](=[CH:10][CH:11]=1)[NH:8][C:7](=[O:12])[CH2:6][CH2:5]2.[CH3:13]C([O-])(C)C.[K+].CI. (3) Given the product [C:1]([O:4][C@@H:5]1[CH:13]([C@@:14]2([CH3:30])[CH2:19][CH2:18][C@H:17]([O:20][Si:21]([C:24]([CH3:27])([CH3:26])[CH3:25])([CH3:23])[CH3:22])[CH2:16][C@@H:15]2[CH2:28][N:69]=[N+:70]=[N-:71])[CH2:12][CH2:11][C@@:10]2([CH3:31])[CH:6]1[CH2:7][CH2:8][C:9]12[O:35][CH2:34][CH2:33][O:32]1)(=[O:3])[CH3:2], predict the reactants needed to synthesize it. The reactants are: [C:1]([O:4][C@@H:5]1[CH:13]([C@@:14]2([CH3:30])[CH2:19][CH2:18][C@H:17]([O:20][Si:21]([C:24]([CH3:27])([CH3:26])[CH3:25])([CH3:23])[CH3:22])[CH2:16][C@@H:15]2[CH2:28]O)[CH2:12][CH2:11][C@@:10]2([CH3:31])[CH:6]1[CH2:7][CH2:8][C:9]12[O:35][CH2:34][CH2:33][O:32]1)(=[O:3])[CH3:2].C1(P(C2C=CC=CC=2)C2C=CC=CC=2)C=CC=CC=1.C1(P([N:69]=[N+:70]=[N-:71])(C2C=CC=CC=2)=O)C=CC=CC=1.CC(OC(/N=N/C(OC(C)C)=O)=O)C.C([O-])(O)=O.[Na+]. (4) Given the product [CH2:23]([O:22][C:21]([N:20]([CH2:19][C:18]1[CH:32]=[C:14]([NH:13][C:11]([O:10][CH2:9][C@@H:8]([C:5]2[CH:6]=[CH:7][C:2]([B:46]([OH:47])[OH:45])=[CH:3][C:4]=2[CH3:41])[CH3:40])=[O:12])[CH:15]=[C:16]([F:39])[C:17]=1[O:33][C@H:34]1[CH2:38][CH2:37][O:36][CH2:35]1)[CH3:31])=[O:30])[C:24]1[CH:29]=[CH:28][CH:27]=[CH:26][CH:25]=1, predict the reactants needed to synthesize it. The reactants are: Br[C:2]1[CH:7]=[CH:6][C:5]([C@@H:8]([CH3:40])[CH2:9][O:10][C:11]([NH:13][C:14]2[CH:15]=[C:16]([F:39])[C:17]([O:33][C@H:34]3[CH2:38][CH2:37][O:36][CH2:35]3)=[C:18]([CH:32]=2)[CH2:19][N:20]([CH3:31])[C:21](=[O:30])[O:22][CH2:23][C:24]2[CH:29]=[CH:28][CH:27]=[CH:26][CH:25]=2)=[O:12])=[C:4]([CH3:41])[CH:3]=1.CC1(C)C[O:47][B:46](B2OCC(C)(C)CO2)[O:45]C1.CC([O-])=O.[K+].